From a dataset of Catalyst prediction with 721,799 reactions and 888 catalyst types from USPTO. Predict which catalyst facilitates the given reaction. Reactant: [C:1]([C:4]1[CH:9]=[CH:8][C:7]([S:10]([NH:13][CH2:14][CH2:15][CH2:16][N:17]2[CH:21]=[CH:20][N:19]=[CH:18]2)(=[O:12])=[O:11])=[CH:6][CH:5]=1)(=[O:3])[CH3:2].[NH2:22][C:23]1[CH:28]=[CH:27][CH:26]=[CH:25][C:24]=1[C:29]#[C:30][C:31]1[C:32]([O:41][CH3:42])=[CH:33][C:34]([O:39][CH3:40])=[C:35]([CH:38]=1)[CH:36]=O.C[O-].[Li+]. The catalyst class is: 121. Product: [NH2:22][C:23]1[CH:28]=[CH:27][CH:26]=[CH:25][C:24]=1[C:29]#[C:30][C:31]1[C:32]([O:41][CH3:42])=[CH:33][C:34]([O:39][CH3:40])=[C:35](/[CH:36]=[CH:2]/[C:1]([C:4]2[CH:9]=[CH:8][C:7]([S:10]([NH:13][CH2:14][CH2:15][CH2:16][N:17]3[CH:21]=[CH:20][N:19]=[CH:18]3)(=[O:12])=[O:11])=[CH:6][CH:5]=2)=[O:3])[CH:38]=1.